Task: Predict the product of the given reaction.. Dataset: Forward reaction prediction with 1.9M reactions from USPTO patents (1976-2016) (1) The product is: [CH3:24][C:22](=[CH2:23])[CH2:21][O:20][C:18]1[CH:17]=[CH:16][C:15]([S:25][C:26]2[CH:31]=[CH:30][C:29]([NH:32][C:33](=[O:35])[CH3:34])=[CH:28][CH:27]=2)=[C:14]([NH:13][C:2]2[C:3]3[C:8](=[N:7][C:6]([CH3:12])=[CH:5][CH:4]=3)[N:9]=[CH:10][CH:11]=2)[CH:19]=1. Given the reactants Cl[C:2]1[CH:11]=[CH:10][N:9]=[C:8]2[C:3]=1[CH:4]=[CH:5][C:6]([CH3:12])=[N:7]2.[NH2:13][C:14]1[CH:19]=[C:18]([O:20][CH2:21][C:22]([CH3:24])=[CH2:23])[CH:17]=[CH:16][C:15]=1[S:25][C:26]1[CH:31]=[CH:30][C:29]([NH:32][C:33](=[O:35])[CH3:34])=[CH:28][CH:27]=1, predict the reaction product. (2) The product is: [CH3:1][N:2]1[CH:6]=[CH:5][CH:4]=[C:3]1[C:26]1[CH:27]=[C:28]([CH:31]=[CH:32][CH:33]=1)[CH:29]=[O:30]. Given the reactants [CH3:1][N:2]1[CH:6]=[CH:5][CH:4]=[CH:3]1.CN(CCN(C)C)C.[Li]CCCC.[Sn](Cl)(C)(C)C.Br[C:26]1[CH:27]=[C:28]([CH:31]=[CH:32][CH:33]=1)[CH:29]=[O:30].[F-].[K+], predict the reaction product.